From a dataset of Catalyst prediction with 721,799 reactions and 888 catalyst types from USPTO. Predict which catalyst facilitates the given reaction. (1) Reactant: [NH2:1][C:2]1[CH:21]=[CH:20][CH:19]=[CH:18][C:3]=1[C:4]([NH:6][C:7]1[CH:12]=[CH:11][C:10]([F:13])=[C:9]([C:14]([F:17])([F:16])[F:15])[CH:8]=1)=[O:5].[CH3:22][O:23][C:24]1[N:29]=[CH:28][C:27]([CH:30]=O)=[CH:26][CH:25]=1.C12(CS(O)(=O)=O)C(C)(C)C(CC1)CC2=O. Product: [F:13][C:10]1[CH:11]=[CH:12][C:7]([N:6]2[C:4](=[O:5])[C:3]3[C:2](=[CH:21][CH:20]=[CH:19][CH:18]=3)[NH:1][CH:30]2[C:27]2[CH:28]=[N:29][C:24]([O:23][CH3:22])=[CH:25][CH:26]=2)=[CH:8][C:9]=1[C:14]([F:17])([F:15])[F:16]. The catalyst class is: 11. (2) Reactant: [OH:1][CH:2]1[CH2:8][CH:7]2[N:9]([C:10]([O:12][C:13]([CH3:16])([CH3:15])[CH3:14])=[O:11])[CH:4]([CH2:5][CH2:6]2)[CH2:3]1.C(N(CC)CC)C.[CH3:24][S:25](Cl)(=[O:27])=[O:26]. Product: [CH3:24][S:25]([O:1][CH:2]1[CH2:3][CH:4]2[N:9]([C:10]([O:12][C:13]([CH3:16])([CH3:15])[CH3:14])=[O:11])[CH:7]([CH2:6][CH2:5]2)[CH2:8]1)(=[O:27])=[O:26]. The catalyst class is: 119. (3) Reactant: [CH3:1][C:2]1[C:3]([N+:16]([O-:18])=[O:17])=[CH:4][C:5]([N+:13]([O-:15])=[O:14])=[C:6]([CH:12]=1)[C:7]([O:9][CH2:10][CH3:11])=[O:8].C[C:20]([N:22]([CH3:24])[CH3:23])=O. Product: [CH3:20][N:22]([CH3:24])/[CH:23]=[CH:1]/[C:2]1[C:3]([N+:16]([O-:18])=[O:17])=[CH:4][C:5]([N+:13]([O-:15])=[O:14])=[C:6]([CH:12]=1)[C:7]([O:9][CH2:10][CH3:11])=[O:8]. The catalyst class is: 3. (4) Reactant: [NH2:1][C:2]1[CH:11]=[CH:10][C:5]([C:6]([O:8][CH3:9])=[O:7])=[C:4]([F:12])[CH:3]=1.[C:13]1(Cl)[C:19](=O)C(Cl)=C(Cl)C(=O)[C:14]=1Cl.[CH:25]([CH:27]=[CH2:28])=O.C([O-])(O)=O.[Na+]. Product: [F:12][C:4]1[C:5]([C:6]([O:8][CH3:9])=[O:7])=[CH:10][CH:11]=[C:2]2[C:3]=1[CH:14]=[CH:13][CH:19]=[N:1]2.[F:12][C:4]1[CH:3]=[C:2]2[C:11]([CH:25]=[CH:27][CH:28]=[N:1]2)=[CH:10][C:5]=1[C:6]([O:8][CH3:9])=[O:7]. The catalyst class is: 33. (5) Reactant: [C:1]([C:5]1[CH:6]=[C:7]([NH:11][C:12]2[N:16]([CH3:17])[C:15]3[CH:18]=[CH:19][C:20]([O:22][C:23]4(C(O)=O)[CH:28]=[CH:27][CH:26]=[CH:25][NH:24]4)=[CH:21][C:14]=3[N:13]=2)[CH:8]=[CH:9][CH:10]=1)([CH3:4])([CH3:3])[CH3:2].[NH:32]1[CH2:37][CH2:36][CH2:35][CH2:34][CH:33]1[CH2:38][CH2:39][NH2:40].CN([C:44]([O:48]N1N=NC2C=CC=CC1=2)=[N+](C)C)C.F[P-](F)(F)(F)(F)F.C(N(CC)C(C)C)(C)C. Product: [C:1]([C:5]1[CH:6]=[C:7]([NH:11][C:12]2[N:16]([CH3:17])[C:15]3[CH:18]=[CH:19][C:20]([O:22][C:23]4([CH:35]5[CH2:36][CH2:37][NH:32][CH:33]([CH2:38][CH2:39][NH:40][CH:44]=[O:48])[CH2:34]5)[CH:28]=[CH:27][CH:26]=[CH:25][NH:24]4)=[CH:21][C:14]=3[N:13]=2)[CH:8]=[CH:9][CH:10]=1)([CH3:2])([CH3:4])[CH3:3]. The catalyst class is: 7. (6) Reactant: [CH2:1]([O:5][CH2:6][CH2:7][O:8][C:9]1[CH:14]=[CH:13][C:12]([C:15]2[CH:16]=[CH:17][C:18]3[N:24]([CH2:25][CH:26]([CH3:28])[CH3:27])[CH2:23][CH2:22][C:21]([C:29]([NH:31][C:32]4[CH:37]=[CH:36][C:35]([S:38][CH2:39][C:40]5[N:41]=[N:42][CH:43]=[C:44]([CH3:46])[N:45]=5)=[CH:34][CH:33]=4)=[O:30])=[CH:20][C:19]=3[CH:47]=2)=[CH:11][CH:10]=1)[CH2:2][CH2:3][CH3:4].ClC1C=CC=C(C(OO)=[O:56])C=1.S([O-])([O-])(=O)=S.[Na+].[Na+]. Product: [CH2:1]([O:5][CH2:6][CH2:7][O:8][C:9]1[CH:10]=[CH:11][C:12]([C:15]2[CH:16]=[CH:17][C:18]3[N:24]([CH2:25][CH:26]([CH3:27])[CH3:28])[CH2:23][CH2:22][C:21]([C:29]([NH:31][C:32]4[CH:33]=[CH:34][C:35]([S:38]([CH2:39][C:40]5[N:41]=[N:42][CH:43]=[C:44]([CH3:46])[N:45]=5)=[O:56])=[CH:36][CH:37]=4)=[O:30])=[CH:20][C:19]=3[CH:47]=2)=[CH:13][CH:14]=1)[CH2:2][CH2:3][CH3:4]. The catalyst class is: 4. (7) Reactant: [C:1]1([S:7][C:8]2[CH:29]=[CH:28][C:11]([CH2:12][NH:13][C:14]([C:16]3[CH:21]=[C:20]([NH2:22])[C:19]([C:23]#[N:24])=[C:18]([O:25][CH2:26][CH3:27])[N:17]=3)=[O:15])=[CH:10][CH:9]=2)[CH:6]=[CH:5][CH:4]=[CH:3][CH:2]=1.C(O)(=[O:32])C.OO.O. Product: [C:1]1([S:7]([C:8]2[CH:9]=[CH:10][C:11]([CH2:12][NH:13][C:14]([C:16]3[CH:21]=[C:20]([NH2:22])[C:19]([C:23]#[N:24])=[C:18]([O:25][CH2:26][CH3:27])[N:17]=3)=[O:15])=[CH:28][CH:29]=2)=[O:32])[CH:2]=[CH:3][CH:4]=[CH:5][CH:6]=1. The catalyst class is: 9. (8) Reactant: [C:1]([C:3]1[CH:8]=[CH:7][C:6]([NH:9][C@H:10]([CH2:14][CH:15]2[CH2:20][CH2:19][CH2:18][CH2:17][CH2:16]2)[C:11]([NH2:13])=[O:12])=[CH:5][C:4]=1[NH:21][C:22]1[S:26][N:25]=[C:24]([CH3:27])[CH:23]=1)#[N:2].C([O-])([O-])=[O:29].[K+].[K+].OO. Product: [NH2:13][C:11](=[O:12])[C@H:10]([NH:9][C:6]1[CH:7]=[CH:8][C:3]([C:1]([NH2:2])=[O:29])=[C:4]([NH:21][C:22]2[S:26][N:25]=[C:24]([CH3:27])[CH:23]=2)[CH:5]=1)[CH2:14][CH:15]1[CH2:20][CH2:19][CH2:18][CH2:17][CH2:16]1. The catalyst class is: 16. (9) Reactant: [CH3:1][O:2][C:3]([NH:5][C@H:6]([C:10]([N:12]1[C@@H:16]([CH3:17])[CH2:15][CH2:14][C@H:13]1[C:18]1[NH:22][C:21]2[C:23]3[C:28]([CH:29]=[CH:30][C:20]=2[N:19]=1)=[CH:27][C:26]1[C:31]2[C:36]([CH2:37][O:38][C:25]=1[CH:24]=3)=[CH:35][C:34]([C:39]1[NH:43][C:42]([C@@H:44]3[CH2:48][C@H:47]([CH2:49][O:50][CH3:51])[CH2:46][N:45]3[C:52](OC(C)(C)C)=[O:53])=[N:41][CH:40]=1)=[CH:33][CH:32]=2)=[O:11])[CH:7]([CH3:9])[CH3:8])=[O:4].Cl.[CH3:60][O:61][C:62]([NH:64][C@@H:65]([C@@H:69]([CH3:72])[CH2:70][CH3:71])C(O)=O)=[O:63].CN(C(ON1N=NC2C=CC=NC1=2)=[N+](C)C)C.F[P-](F)(F)(F)(F)F.CCN(C(C)C)C(C)C. Product: [CH3:60][O:61][C:62](=[O:63])[NH:64][C@@H:65]([C@@H:69]([CH3:72])[CH2:70][CH3:71])[C:52]([N:45]1[CH2:46][C@@H:47]([CH2:49][O:50][CH3:51])[CH2:48][C@H:44]1[C:42]1[NH:43][C:39]([C:34]2[CH:35]=[C:36]3[CH2:37][O:38][C:25]4[CH:24]=[C:23]5[C:28]([CH:29]=[CH:30][C:20]6[N:19]=[C:18]([C@@H:13]7[CH2:14][CH2:15][C@H:16]([CH3:17])[N:12]7[C:10](=[O:11])[C@@H:6]([NH:5][C:3]([O:2][CH3:1])=[O:4])[CH:7]([CH3:9])[CH3:8])[NH:22][C:21]=65)=[CH:27][C:26]=4[C:31]3=[CH:32][CH:33]=2)=[CH:40][N:41]=1)=[O:53]. The catalyst class is: 59. (10) Reactant: [C:1]([C:5]1[CH:10]=[CH:9][C:8]([C:11]2[N:16]=[C:15]([C:17]3[CH:22]=[CH:21][C:20]([C:23]([CH3:26])([CH3:25])[CH3:24])=[CH:19][CH:18]=3)[N:14]=[C:13]([C:27]3[CH:32]=[CH:31][C:30]([OH:33])=[CH:29][C:28]=3[OH:34])[N:12]=2)=[CH:7][CH:6]=1)([CH3:4])([CH3:3])[CH3:2].C(=O)([O-])[O-].[K+].[K+].[I-].[K+].Cl[CH2:44][C:45]([O:47][CH2:48][CH3:49])=[O:46]. Product: [C:23]([C:20]1[CH:21]=[CH:22][C:17]([C:15]2[N:16]=[C:11]([C:8]3[CH:7]=[CH:6][C:5]([C:1]([CH3:2])([CH3:3])[CH3:4])=[CH:10][CH:9]=3)[N:12]=[C:13]([C:27]3[CH:32]=[CH:31][C:30]([O:33][CH2:44][C:45]([O:47][CH2:48][CH3:49])=[O:46])=[CH:29][C:28]=3[OH:34])[N:14]=2)=[CH:18][CH:19]=1)([CH3:26])([CH3:25])[CH3:24]. The catalyst class is: 21.